Dataset: Reaction yield outcomes from USPTO patents with 853,638 reactions. Task: Predict the reaction yield, written as a fraction of the theoretical maximum amount of product (1.0 means a 100% yield; for example, 0.34 means a 34% yield). (1) The reactants are [CH2:1]([N:8]([CH2:18][CH2:19][O:20][Si](C(C)(C)C)(C)C)[C:9](=O)[C:10]1[CH:15]=[CH:14][CH:13]=[N:12][C:11]=1[Cl:16])[C:2]1[CH:7]=[CH:6][CH:5]=[CH:4][CH:3]=1.CO. The catalyst is C1COCC1. The product is [CH2:1]([N:8]([CH2:9][C:10]1[C:11]([Cl:16])=[N:12][CH:13]=[CH:14][CH:15]=1)[CH2:18][CH2:19][OH:20])[C:2]1[CH:3]=[CH:4][CH:5]=[CH:6][CH:7]=1. The yield is 0.860. (2) The reactants are [CH:1]([C:3]1[C:11]2[C:6](=[CH:7][CH:8]=[C:9]([C:12]([O:14][CH3:15])=[O:13])[CH:10]=2)[NH:5][CH:4]=1)=O.O.C1(C)C=CC(S(O)(=O)=O)=CC=1. The catalyst is CN(C=O)C.C(OCC)(=O)C. The product is [CH3:1][C:3]1[C:11]2[C:6](=[CH:7][CH:8]=[C:9]([C:12]([O:14][CH3:15])=[O:13])[CH:10]=2)[NH:5][CH:4]=1. The yield is 0.600. (3) The product is [Cl:8][C:6]1[CH:5]=[C:4]([C:9]2[S:13][C:12]([C:14]3([OH:18])[CH2:17][CH2:16][CH2:15]3)=[N:11][CH:10]=2)[CH:3]=[C:2]([NH:1][C:20]2[N:25]=[C:24]([C:26]([F:29])([F:28])[F:27])[CH:23]=[CH:22][N:21]=2)[CH:7]=1. The reactants are [NH2:1][C:2]1[CH:3]=[C:4]([C:9]2[S:13][C:12]([C:14]3([OH:18])[CH2:17][CH2:16][CH2:15]3)=[N:11][CH:10]=2)[CH:5]=[C:6]([Cl:8])[CH:7]=1.Cl[C:20]1[N:25]=[C:24]([C:26]([F:29])([F:28])[F:27])[CH:23]=[CH:22][N:21]=1.CC1(C)C2C(=C(P(C3C=CC=CC=3)C3C=CC=CC=3)C=CC=2)OC2C(P(C3C=CC=CC=3)C3C=CC=CC=3)=CC=CC1=2.C(=O)([O-])[O-].[Cs+].[Cs+]. The yield is 0.558. The catalyst is C(OCC)(=O)C.C([O-])(=O)C.[Pd+2].C([O-])(=O)C.O1CCOCC1. (4) The reactants are [F:1][C:2]([F:34])([F:33])[C:3]1[CH:4]=[CH:5][C:6]([O:9][C:10]2[CH:11]=[C:12]([C@@H:16]3[CH2:20][C:19]4([CH2:25][CH2:24][N:23](C(OC(C)(C)C)=O)[CH2:22][CH2:21]4)[O:18][CH2:17]3)[CH:13]=[CH:14][CH:15]=2)=[N:7][CH:8]=1.[ClH:35].FC(F)(F)C1C=CC(OC2C=C(C3CC4(CCNCC4)OC3)C=CC=2)=NC=1. No catalyst specified. The product is [ClH:35].[F:34][C:2]([F:1])([F:33])[C:3]1[CH:4]=[CH:5][C:6]([O:9][C:10]2[CH:11]=[C:12]([C@@H:16]3[CH2:20][C:19]4([CH2:21][CH2:22][NH:23][CH2:24][CH2:25]4)[O:18][CH2:17]3)[CH:13]=[CH:14][CH:15]=2)=[N:7][CH:8]=1. The yield is 0.940. (5) The reactants are [CH2:1]([O:5][C:6]1[N:14]=[C:13]2[C:9]([N:10]=[C:11]([OH:35])[N:12]2[CH2:15][C:16]2[CH:21]=[CH:20][CH:19]=[C:18]([C:22]([O:24][CH2:25][CH2:26][O:27]CC3C=CC=CC=3)=[O:23])[CH:17]=2)=[C:8]([NH2:36])[N:7]=1)[CH2:2][CH2:3][CH3:4].Cl.C1COCC1. The catalyst is [Pd].CO. The product is [CH2:1]([O:5][C:6]1[N:14]=[C:13]2[C:9]([N:10]=[C:11]([OH:35])[N:12]2[CH2:15][C:16]2[CH:21]=[CH:20][CH:19]=[C:18]([C:22]([O:24][CH2:25][CH2:26][OH:27])=[O:23])[CH:17]=2)=[C:8]([NH2:36])[N:7]=1)[CH2:2][CH2:3][CH3:4]. The yield is 0.420.